From a dataset of Catalyst prediction with 721,799 reactions and 888 catalyst types from USPTO. Predict which catalyst facilitates the given reaction. (1) Reactant: [CH:1]1([CH2:7][C:8]2([CH3:25])[C:17]3[C:12](=[CH:13][CH:14]=[CH:15][CH:16]=3)[C:11]([OH:18])=[C:10](C(OCC)=O)[C:9]2=[O:24])[CH2:6][CH2:5][CH2:4][CH2:3][CH2:2]1.Cl. Product: [CH:1]1([CH2:7][C:8]2([CH3:25])[C:17]3[C:12](=[CH:13][CH:14]=[CH:15][CH:16]=3)[C:11]([OH:18])=[CH:10][C:9]2=[O:24])[CH2:2][CH2:3][CH2:4][CH2:5][CH2:6]1. The catalyst class is: 12. (2) Reactant: [Cl:1][C:2]1[N:7]=[C:6](Cl)[C:5]([CH:9]([NH:12][C:13]2[CH:18]=[CH:17][C:16]([O:19][CH3:20])=[CH:15][CH:14]=2)[CH2:10][CH3:11])=[CH:4][N:3]=1.[C:21]1([N:27]=[C:28]=[O:29])[CH:26]=[CH:25][CH:24]=[CH:23][CH:22]=1.CC(C)([O-])C.[K+]. Product: [Cl:1][C:2]1[N:7]=[C:6]2[N:27]([C:21]3[CH:26]=[CH:25][CH:24]=[CH:23][CH:22]=3)[C:28](=[O:29])[N:12]([C:13]3[CH:18]=[CH:17][C:16]([O:19][CH3:20])=[CH:15][CH:14]=3)[CH:9]([CH2:10][CH3:11])[C:5]2=[CH:4][N:3]=1. The catalyst class is: 11. (3) Reactant: [CH2:1]([NH:3][C:4]1[S:8][C:7]([C:9]2[CH:10]=[N:11][CH:12]=[CH:13][CH:14]=2)=[N:6][CH:5]=1)[CH3:2].C(OCC)C.[Cl:20]NC(=O)CCC(N)=O. Product: [ClH:20].[Cl:20][C:5]1[N:6]=[C:7]([C:9]2[CH:10]=[N:11][CH:12]=[CH:13][CH:14]=2)[S:8][C:4]=1[NH:3][CH2:1][CH3:2]. The catalyst class is: 12. (4) Reactant: [Li]CCCC.[CH3:6][Si:7]([C:10]#[CH:11])([CH3:9])[CH3:8].[CH3:12][C:13]([CH3:23])([CH3:22])[C:14]([C:16]1[CH:21]=[CH:20][CH:19]=[CH:18][CH:17]=1)=[O:15]. Product: [C:13]([C:14]([C:16]1[CH:21]=[CH:20][CH:19]=[CH:18][CH:17]=1)([OH:15])[C:11]#[C:10][Si:7]([CH3:9])([CH3:8])[CH3:6])([CH3:23])([CH3:12])[CH3:22]. The catalyst class is: 1. (5) Reactant: [Br-:1].[Br-:2].[Br-].C1([N+](C)(C)C)C=CC=CC=1.C1([N+](C)(C)C)C=CC=CC=1.C1([N+](C)(C)C)C=CC=CC=1.[C:34]([C:37]1[CH:42]=[CH:41][C:40]([NH:43][C:44](=[O:46])[CH3:45])=[CH:39][C:38]=1[O:47][CH2:48][C:49]1[CH:54]=[CH:53][CH:52]=[CH:51][CH:50]=1)(=[O:36])[CH3:35]. Product: [CH2:48]([O:47][C:38]1[CH:39]=[C:40]([NH:43][C:44](=[O:46])[CH3:45])[CH:41]=[CH:42][C:37]=1[C:34](=[O:36])[CH:35]([Br:2])[Br:1])[C:49]1[CH:54]=[CH:53][CH:52]=[CH:51][CH:50]=1. The catalyst class is: 1. (6) The catalyst class is: 7. Product: [CH3:1][C:2]1[CH:7]=[C:6]([CH2:8][CH2:9][OH:10])[CH:5]=[CH:4][N:3]=1. Reactant: [CH3:1][C:2]1[CH:7]=[C:6]([CH2:8][C:9](OCC)=[O:10])[CH:5]=[CH:4][N:3]=1.[H-].[Al+3].[Li+].[H-].[H-].[H-]. (7) Reactant: NC1N=CC(CN2C(=O)C(C3C=CC=CC=3)=C(NC3C=CC(N4CCOCC4)=CC=3)C2=O)=CC=1.COC1C=CC(P2(SP(C3C=CC(OC)=CC=3)(=S)S2)=[S:44])=CC=1.[NH2:57][C:58]1[N:63]=[CH:62][C:61]([CH2:64][N:65]2[C:69](=[S:70])[C:68]([NH:71][C:72]3[CH:77]=[CH:76][C:75]([N:78]4[CH2:83][CH2:82][O:81][CH2:80][CH2:79]4)=[CH:74][CH:73]=3)=[C:67]([C:84]3[CH:89]=[CH:88][CH:87]=[CH:86][CH:85]=3)[C:66]2=O)=[CH:60][CH:59]=1. Product: [NH2:57][C:58]1[N:63]=[CH:62][C:61]([CH2:64][N:65]2[C:66](=[S:44])[C:67]([C:84]3[CH:89]=[CH:88][CH:87]=[CH:86][CH:85]=3)=[C:68]([NH:71][C:72]3[CH:77]=[CH:76][C:75]([N:78]4[CH2:83][CH2:82][O:81][CH2:80][CH2:79]4)=[CH:74][CH:73]=3)[C:69]2=[S:70])=[CH:60][CH:59]=1. The catalyst class is: 11. (8) Reactant: [N+]([N:4]1[CH:8]=[C:7]([N+:9]([O-:11])=[O:10])[N:6]=[CH:5]1)([O-])=O.[CH:12]1(N)[CH2:15][CH2:14][CH2:13]1. Product: [CH:12]1([N:4]2[CH:8]=[C:7]([N+:9]([O-:11])=[O:10])[N:6]=[CH:5]2)[CH2:15][CH2:14][CH2:13]1. The catalyst class is: 5. (9) Reactant: [S:1]1[C:5]2[CH:6]=[CH:7][CH:8]=[CH:9][C:4]=2[N:3]=[C:2]1[C:10]1[C:11](=[O:142])[O:12][C:13]2[C:18]([CH:19]=1)=[CH:17][CH:16]=[C:15]([N:20]([CH2:24][C:25]1[N:26]=[N:27][N:28]([CH2:30][O:31][CH2:32][CH2:33][O:34][CH2:35][CH2:36][O:37][C:38]3[CH:39]=[C:40]([CH:63]=[C:64]([O:104][CH2:105][CH2:106][O:107][CH2:108][CH2:109][O:110][CH2:111][N:112]4[CH:116]=[C:115]([CH2:117][N:118]([C:122]5[CH:131]=[C:130]6[C:125]([CH:126]=[C:127]([C:133]7[S:134][C:135]8[CH:141]=[CH:140][CH:139]=[CH:138][C:136]=8[N:137]=7)[C:128](=[O:132])[O:129]6)=[CH:124][CH:123]=5)[CH:119]([CH3:121])[CH3:120])[N:114]=[N:113]4)[C:65]=3[O:66][CH2:67][CH2:68][O:69][CH2:70][CH2:71][O:72][CH2:73][N:74]3[CH:78]=[C:77]([CH2:79][N:80]([C:84]4[CH:93]=[C:92]5[C:87]([CH:88]=[C:89]([C:95]6[S:96][C:97]7[CH:103]=[CH:102][CH:101]=[CH:100][C:98]=7[N:99]=6)[C:90](=[O:94])[O:91]5)=[CH:86][CH:85]=4)[CH:81]([CH3:83])[CH3:82])[N:76]=[N:75]3)[C:41]([NH:43][CH2:44][C:45]3[CH:62]=[CH:61][C:48]([C:49]([O:51]CC4C=CC(OC)=CC=4)=[O:50])=[CH:47][CH:46]=3)=[O:42])[CH:29]=1)[CH:21]([CH3:23])[CH3:22])[CH:14]=2.FC(F)(F)C(O)=O.C(O)C. Product: [S:1]1[C:5]2[CH:6]=[CH:7][CH:8]=[CH:9][C:4]=2[N:3]=[C:2]1[C:10]1[C:11](=[O:142])[O:12][C:13]2[C:18]([CH:19]=1)=[CH:17][CH:16]=[C:15]([N:20]([CH2:24][C:25]1[N:26]=[N:27][N:28]([CH2:30][O:31][CH2:32][CH2:33][O:34][CH2:35][CH2:36][O:37][C:38]3[CH:39]=[C:40]([CH:63]=[C:64]([O:104][CH2:105][CH2:106][O:107][CH2:108][CH2:109][O:110][CH2:111][N:112]4[CH:116]=[C:115]([CH2:117][N:118]([C:122]5[CH:131]=[C:130]6[C:125]([CH:126]=[C:127]([C:133]7[S:134][C:135]8[CH:141]=[CH:140][CH:139]=[CH:138][C:136]=8[N:137]=7)[C:128](=[O:132])[O:129]6)=[CH:124][CH:123]=5)[CH:119]([CH3:121])[CH3:120])[N:114]=[N:113]4)[C:65]=3[O:66][CH2:67][CH2:68][O:69][CH2:70][CH2:71][O:72][CH2:73][N:74]3[CH:78]=[C:77]([CH2:79][N:80]([C:84]4[CH:93]=[C:92]5[C:87]([CH:88]=[C:89]([C:95]6[S:96][C:97]7[CH:103]=[CH:102][CH:101]=[CH:100][C:98]=7[N:99]=6)[C:90](=[O:94])[O:91]5)=[CH:86][CH:85]=4)[CH:81]([CH3:83])[CH3:82])[N:76]=[N:75]3)[C:41]([NH:43][CH2:44][C:45]3[CH:46]=[CH:47][C:48]([C:49]([OH:51])=[O:50])=[CH:61][CH:62]=3)=[O:42])[CH:29]=1)[CH:21]([CH3:23])[CH3:22])[CH:14]=2. The catalyst class is: 2.